Dataset: Reaction yield outcomes from USPTO patents with 853,638 reactions. Task: Predict the reaction yield, written as a fraction of the theoretical maximum amount of product (1.0 means a 100% yield; for example, 0.34 means a 34% yield). (1) The product is [Cl:1][C:2]1[CH:3]=[C:4]([N:12]([CH2:23][CH3:24])[CH:13]2[CH2:14][CH2:15][N:16]([CH2:19][CH2:20][O:21][CH3:22])[CH2:17][CH2:18]2)[C:5]([CH3:11])=[C:6]([CH:10]=1)[C:7]([NH:64][CH2:63][C:62]1[C:58]([O:57][CH3:56])=[N:59][N:60]([CH3:66])[C:61]=1[CH3:65])=[O:8]. The yield is 0.550. The reactants are [Cl:1][C:2]1[CH:3]=[C:4]([N:12]([CH2:23][CH3:24])[CH:13]2[CH2:18][CH2:17][N:16]([CH2:19][CH2:20][O:21][CH3:22])[CH2:15][CH2:14]2)[C:5]([CH3:11])=[C:6]([CH:10]=1)[C:7](O)=[O:8].CN(C(ON1N=NC2C=CC=CC1=2)=[N+](C)C)C.[B-](F)(F)(F)F.CCN(C(C)C)C(C)C.[CH3:56][O:57][C:58]1[C:62]([CH2:63][NH2:64])=[C:61]([CH3:65])[N:60]([CH3:66])[N:59]=1. The catalyst is C(Cl)Cl.O.CN(C=O)C. (2) The reactants are [CH2:1]([C:3]1[NH:4][C:5](=[O:27])[C:6]([CH2:12][C:13]2[CH:18]=[CH:17][C:16]([C:19]3[C:20]([C:25]#[N:26])=[CH:21][CH:22]=[CH:23][CH:24]=3)=[CH:15][CH:14]=2)=[C:7]([CH2:9][CH2:10][CH3:11])[N:8]=1)[CH3:2].[C:28]([C:31]1[CH:36]=[CH:35][C:34](B(O)O)=[CH:33][CH:32]=1)(=[O:30])[CH3:29].C(N(CC)CC)C.N1C=CC=CC=1. The catalyst is ClCCl.C(OCC)(=O)C.C([O-])(=O)C.[Cu+2].C([O-])(=O)C. The product is [C:28]([C:31]1[CH:36]=[CH:35][C:34]([N:4]2[C:5](=[O:27])[C:6]([CH2:12][C:13]3[CH:18]=[CH:17][C:16]([C:19]4[C:20]([C:25]#[N:26])=[CH:21][CH:22]=[CH:23][CH:24]=4)=[CH:15][CH:14]=3)=[C:7]([CH2:9][CH2:10][CH3:11])[N:8]=[C:3]2[CH2:1][CH3:2])=[CH:33][CH:32]=1)(=[O:30])[CH3:29]. The yield is 0.510. (3) The reactants are [C:1]1([NH:7][NH2:8])[CH:6]=[CH:5][CH:4]=[CH:3][CH:2]=1.C([O:11][C:12](=O)[CH2:13][C:14](=O)[CH2:15][CH3:16])C. The catalyst is C(O)C. The product is [CH2:15]([C:14]1[CH2:13][C:12](=[O:11])[N:7]([C:1]2[CH:6]=[CH:5][CH:4]=[CH:3][CH:2]=2)[N:8]=1)[CH3:16]. The yield is 0.962. (4) The reactants are [CH3:1][C:2]1[CH:7]=[CH:6][CH:5]=[CH:4][C:3]=1[S:8]([Cl:11])(=[O:10])=[O:9].[Br:12]N1C(=O)CCC1=O. The catalyst is C(Cl)(Cl)(Cl)Cl. The product is [Br:12][CH2:1][C:2]1[CH:7]=[CH:6][CH:5]=[CH:4][C:3]=1[S:8]([Cl:11])(=[O:9])=[O:10]. The yield is 0.100. (5) The reactants are [Cl:1][C:2]1[CH:3]=[C:4]([C:8]2[O:12][N:11]=[CH:10][C:9]=2[CH2:13][CH2:14][C:15](OC)=[O:16])[S:5][C:6]=1[Cl:7].[H-].C([Al+]CC(C)C)C(C)C.Cl. The catalyst is O1CCCC1. The product is [Cl:1][C:2]1[CH:3]=[C:4]([C:8]2[O:12][N:11]=[CH:10][C:9]=2[CH2:13][CH2:14][CH2:15][OH:16])[S:5][C:6]=1[Cl:7]. The yield is 0.890. (6) The reactants are Br[C:2]1[S:6][C:5]([S:7]([NH:10][C:11]2[CH:19]=[CH:18][C:14]([C:15]([OH:17])=[O:16])=[C:13]([OH:20])[CH:12]=2)(=[O:9])=[O:8])=[CH:4][CH:3]=1.[F:21][C:22]1[CH:27]=[CH:26][C:25]([F:28])=[CH:24][C:23]=1B(O)O. No catalyst specified. The product is [F:21][C:22]1[CH:27]=[CH:26][C:25]([F:28])=[CH:24][C:23]=1[C:2]1[S:6][C:5]([S:7]([NH:10][C:11]2[CH:19]=[CH:18][C:14]([C:15]([OH:17])=[O:16])=[C:13]([OH:20])[CH:12]=2)(=[O:9])=[O:8])=[CH:4][CH:3]=1. The yield is 0.740.